This data is from Full USPTO retrosynthesis dataset with 1.9M reactions from patents (1976-2016). The task is: Predict the reactants needed to synthesize the given product. (1) Given the product [CH3:1][C:2]1([CH3:10])[O:6][C@H:5]([C:7]([N:12]2[CH2:17][CH2:16][C:15]([C:18]3[CH:23]=[CH:22][C:21]([N:24]4[CH2:28][C@H:27]([CH2:29][N:30]5[N:34]=[N:33][CH:32]=[N:31]5)[O:26][C:25]4=[O:35])=[CH:20][C:19]=3[F:36])=[CH:14][CH2:13]2)=[O:8])[CH2:4][O:3]1, predict the reactants needed to synthesize it. The reactants are: [CH3:1][C:2]1([CH3:10])[O:6][C@H:5]([C:7](Cl)=[O:8])[CH2:4][O:3]1.Cl.[NH:12]1[CH2:17][CH2:16][C:15]([C:18]2[CH:23]=[CH:22][C:21]([N:24]3[CH2:28][C@H:27]([CH2:29][N:30]4[N:34]=[N:33][CH:32]=[N:31]4)[O:26][C:25]3=[O:35])=[CH:20][C:19]=2[F:36])=[CH:14][CH2:13]1.N1C=CC=CC=1. (2) Given the product [CH3:21][N:22]1[C:7]2[N:8]=[C:9]([S:12][CH3:13])[N:10]=[CH:11][C:6]=2[C:4](=[O:5])[O:3][CH2:1][CH2:2]1, predict the reactants needed to synthesize it. The reactants are: [CH2:1]([O:3][C:4]([C:6]1[C:7](Cl)=[N:8][C:9]([S:12][CH3:13])=[N:10][CH:11]=1)=[O:5])[CH3:2].C(=O)([O-])[O-].[Na+].[Na+].[CH3:21][NH:22]CCO. (3) The reactants are: [CH2:1]([NH:3][C:4]([C:6]1[N:10]2[C:11](=[O:27])[CH:12]=[C:13]([CH2:15][C:16]3[CH:21]=[CH:20][CH:19]=[C:18]([C:22]([F:25])([F:24])[F:23])[C:17]=3[F:26])[N:14]=[C:9]2[S:8][C:7]=1[CH3:28])=[O:5])[CH3:2].[CH2:29]([Li])CCC.IC. Given the product [CH2:1]([NH:3][C:4]([C:6]1[N:10]2[C:11](=[O:27])[CH:12]=[C:13]([CH:15]([C:16]3[CH:21]=[CH:20][CH:19]=[C:18]([C:22]([F:24])([F:23])[F:25])[C:17]=3[F:26])[CH3:29])[N:14]=[C:9]2[S:8][C:7]=1[CH3:28])=[O:5])[CH3:2], predict the reactants needed to synthesize it. (4) Given the product [N:1]1[C:10]2[C:5](=[CH:6][C:7]([C:11]([O:13][CH3:18])=[O:12])=[CH:8][CH:9]=2)[CH:4]=[CH:3][CH:2]=1, predict the reactants needed to synthesize it. The reactants are: [N:1]1[C:10]2[C:5](=[CH:6][C:7]([C:11]([OH:13])=[O:12])=[CH:8][CH:9]=2)[CH:4]=[CH:3][CH:2]=1.O=S(Cl)Cl.[CH2:18](Cl)Cl. (5) Given the product [Cl:24][C:22]1[CH:21]=[CH:20][C:19]([S:25]([CH2:28][CH3:29])(=[O:27])=[O:26])=[C:18]([CH:23]=1)[CH2:17][NH:16][C:14](=[O:15])[C:13]1[CH:30]=[CH:31][C:10]([CH2:9][N:5]2[CH2:6][CH2:7][CH2:8][C@@H:3]([CH2:2][NH:1][S:25]([CH3:19])(=[O:27])=[O:26])[CH2:4]2)=[C:11]([C:32]([F:34])([F:33])[F:35])[CH:12]=1, predict the reactants needed to synthesize it. The reactants are: [NH2:1][CH2:2][C@@H:3]1[CH2:8][CH2:7][CH2:6][N:5]([CH2:9][C:10]2[CH:31]=[CH:30][C:13]([C:14]([NH:16][CH2:17][C:18]3[CH:23]=[C:22]([Cl:24])[CH:21]=[CH:20][C:19]=3[S:25]([CH2:28][CH3:29])(=[O:27])=[O:26])=[O:15])=[CH:12][C:11]=2[C:32]([F:35])([F:34])[F:33])[CH2:4]1. (6) Given the product [F:1][C:2]1[CH:7]=[CH:6][C:5]([C:8]2([CH2:28][CH2:29][CH2:30][OH:31])[C:16]3[C:11](=[CH:12][C:13]([C:17]#[N:18])=[CH:14][CH:15]=3)[CH2:10][O:9]2)=[CH:4][CH:3]=1, predict the reactants needed to synthesize it. The reactants are: [F:1][C:2]1[CH:7]=[CH:6][C:5]([CH:8]2[C:16]3[C:11](=[CH:12][C:13]([C:17]#[N:18])=[CH:14][CH:15]=3)[CH2:10][O:9]2)=[CH:4][CH:3]=1.[Li+].CC([N-]C(C)C)C.Br[CH2:28][CH2:29][CH2:30][O:31][Si](C(C)(C)C)(C)C. (7) Given the product [CH3:15][O:16][C:17]1[CH:22]=[CH:21][C:20]([CH2:23][C:24]([N:7]([CH2:1][C:2]2[O:6][CH:5]=[CH:4][CH:3]=2)[CH:8]2[CH2:13][CH2:12][N:11]([CH3:14])[CH2:10][CH2:9]2)=[O:25])=[CH:19][CH:18]=1, predict the reactants needed to synthesize it. The reactants are: [CH2:1]([NH:7][CH:8]1[CH2:13][CH2:12][N:11]([CH3:14])[CH2:10][CH2:9]1)[C:2]1[O:6][CH:5]=[CH:4][CH:3]=1.[CH3:15][O:16][C:17]1[CH:22]=[CH:21][C:20]([CH2:23][C:24](Cl)=[O:25])=[CH:19][CH:18]=1. (8) Given the product [CH2:45]([NH:8][CH2:16][C@H:17]1[CH2:26][CH2:25][C:24]2[C:19](=[CH:20][CH:21]=[C:22]([C:27]3[CH:28]=[C:29]([C:64]4[CH:65]=[CH:66][C:61]([CH3:67])=[CH:62][CH:63]=4)[C:30]([C:31]([O:33][CH3:34])=[O:32])=[CH:35][CH:36]=3)[CH:23]=2)[O:18]1)[C:46]1[CH:51]=[CH:50][CH:49]=[CH:48][CH:47]=1, predict the reactants needed to synthesize it. The reactants are: C([N:8]([CH2:16][C@H:17]1[CH2:26][CH2:25][C:24]2[C:19](=[CH:20][CH:21]=[C:22]([C:27]3[CH:36]=[CH:35][C:30]([C:31]([O:33][CH3:34])=[O:32])=[C:29](OS(C(F)(F)F)(=O)=O)[CH:28]=3)[CH:23]=2)[O:18]1)C(OC(C)(C)C)=O)C1C=CC=CC=1.[CH3:45][C:46]1[CH:51]=[CH:50][C:49](B(O)O)=[CH:48][CH:47]=1.C(=O)([O-])[O-].[Na+].[Na+].[C:61]1([CH3:67])[CH:66]=[CH:65][CH:64]=[CH:63][CH:62]=1.